From a dataset of Catalyst prediction with 721,799 reactions and 888 catalyst types from USPTO. Predict which catalyst facilitates the given reaction. (1) Reactant: FC(F)(F)C(O)=O.[Cl:8][C:9]1[C:10]([NH:24][CH2:25][CH:26]2[CH2:31][CH2:30][N:29](C(OC(C)(C)C)=O)[CH2:28][CH2:27]2)=[CH:11][C:12]([NH:15][C:16]2[CH:21]=[N:20][C:19]([C:22]#[N:23])=[CH:18][N:17]=2)=[N:13][CH:14]=1. Product: [Cl:8][C:9]1[C:10]([NH:24][CH2:25][CH:26]2[CH2:31][CH2:30][NH:29][CH2:28][CH2:27]2)=[CH:11][C:12]([NH:15][C:16]2[N:17]=[CH:18][C:19]([C:22]#[N:23])=[N:20][CH:21]=2)=[N:13][CH:14]=1. The catalyst class is: 4. (2) Reactant: [C:1]([O:5][C:6]([N:8]([CH2:19][CH2:20][C:21]1[CH:26]=[CH:25][C:24]([S:27]([C:30]2[CH:31]=[C:32]([CH:36]=[CH:37][CH:38]=2)[C:33](O)=[O:34])(=[O:29])=[O:28])=[CH:23][CH:22]=1)[CH2:9][C@@H:10]([C:12]1[CH:17]=[CH:16][CH:15]=[C:14]([Cl:18])[CH:13]=1)[OH:11])=[O:7])([CH3:4])([CH3:3])[CH3:2].Cl.[CH2:40]([O:42][C:43](=[O:46])[CH2:44][NH2:45])[CH3:41].ON1C2C=CC=CC=2N=N1.CN(C)CCCN=C=NCC. Product: [C:1]([O:5][C:6]([N:8]([CH2:19][CH2:20][C:21]1[CH:26]=[CH:25][C:24]([S:27]([C:30]2[CH:31]=[C:32]([CH:36]=[CH:37][CH:38]=2)[C:33]([NH:45][CH2:44][C:43]([O:42][CH2:40][CH3:41])=[O:46])=[O:34])(=[O:29])=[O:28])=[CH:23][CH:22]=1)[CH2:9][C@@H:10]([C:12]1[CH:17]=[CH:16][CH:15]=[C:14]([Cl:18])[CH:13]=1)[OH:11])=[O:7])([CH3:4])([CH3:2])[CH3:3]. The catalyst class is: 9. (3) The catalyst class is: 8. Product: [NH:21]1[C:29]2=[N:28][CH:27]=[CH:26][CH:25]=[C:24]2[C:23]([CH:30]=[C:12]2[O:11][C:10]([N:6]3[CH2:7][CH2:8][CH2:9][CH:4]([C:1](=[O:3])[NH2:2])[CH2:5]3)=[C:14]([C:15]([O:17][CH2:18][CH3:19])=[O:16])[C:13]2=[O:20])=[CH:22]1. Reactant: [C:1]([CH:4]1[CH2:9][CH2:8][CH2:7][N:6]([C:10]2[O:11][CH2:12][C:13](=[O:20])[C:14]=2[C:15]([O:17][CH2:18][CH3:19])=[O:16])[CH2:5]1)(=[O:3])[NH2:2].[NH:21]1[C:29]2[C:24](=[CH:25][CH:26]=[CH:27][N:28]=2)[C:23]([CH:30]=O)=[CH:22]1.N1CCCCC1. (4) Reactant: [NH2:1][C:2]1[C:13]([O:14][C:15]2[CH:20]=[CH:19][CH:18]=[C:17]([OH:21])[CH:16]=2)=[CH:12][C:5]2[N:6]([CH3:11])[C:7](=[O:10])[N:8]([CH3:9])[C:4]=2[CH:3]=1.C(=O)([O-])[O-].[K+].[K+].Br[CH2:29][CH2:30][CH:31]([CH3:33])[CH3:32]. Product: [NH2:1][C:2]1[C:13]([O:14][C:15]2[CH:20]=[CH:19][CH:18]=[C:17]([O:21][CH2:29][CH2:30][CH:31]([CH3:33])[CH3:32])[CH:16]=2)=[CH:12][C:5]2[N:6]([CH3:11])[C:7](=[O:10])[N:8]([CH3:9])[C:4]=2[CH:3]=1. The catalyst class is: 18.